Dataset: Forward reaction prediction with 1.9M reactions from USPTO patents (1976-2016). Task: Predict the product of the given reaction. (1) Given the reactants [CH2:1]([C:4]1([OH:13])[CH2:9][CH2:8][N:7]([C:10](=[O:12])[CH3:11])[CH2:6][CH2:5]1)[CH:2]=C.N1C(C)=CC=CC=1C.I([O-])(=O)(=O)=[O:23].[Na+], predict the reaction product. The product is: [C:10]([N:7]1[CH2:8][CH2:9][C:4]([CH2:1][CH:2]=[O:23])([OH:13])[CH2:5][CH2:6]1)(=[O:12])[CH3:11]. (2) Given the reactants [NH2:1][C:2]1[CH:12]=[CH:11][C:10]([Br:13])=[C:4]2[C:5]([NH:7][C:8](=[O:9])[C:3]=12)=[O:6].[H-].C([Al+]CC(C)C)C(C)C.O, predict the reaction product. The product is: [NH2:1][C:2]1[CH:12]=[CH:11][C:10]([Br:13])=[C:4]2[C:3]=1[C:8](=[O:9])[NH:7][CH:5]2[OH:6]. (3) Given the reactants [C:1]([O:5][C:6]([NH:8][CH2:9][CH2:10][O:11][CH2:12][C:13]1[N:14]=[N:15][N:16]([CH2:19][CH2:20][OH:21])[C:17]=1I)=[O:7])([CH3:4])([CH3:3])[CH3:2].C([O-])(O)=O.[Na+].[C:27]([O:31][CH3:32])(=[O:30])[CH:28]=[CH2:29].C([O-])=O.[NH4+], predict the reaction product. The product is: [C:1]([O:5][C:6]([NH:8][CH2:9][CH2:10][O:11][CH2:12][C:13]1[N:14]=[N:15][N:16]([CH2:19][CH2:20][OH:21])[C:17]=1[CH2:29][CH2:28][C:27]([O:31][CH3:32])=[O:30])=[O:7])([CH3:4])([CH3:3])[CH3:2]. (4) The product is: [CH3:1][C:2]([C:4]1[CH:9]=[CH:8][C:7]([OH:10])=[C:6]([I:11])[CH:5]=1)=[O:3]. Given the reactants [CH3:1][C:2]([C:4]1[CH:5]=[CH:6][C:7]([OH:10])=[CH:8][CH:9]=1)=[O:3].[I-:11].[K+].II.Cl, predict the reaction product. (5) Given the reactants [C:1]([C:3]1[N:8]=[C:7]([C:9](OC)=[O:10])[C:6]([C:13](OC)=[O:14])=[CH:5][CH:4]=1)#[N:2].[BH4-].[Li+].C([O-])(O)=O.[Na+], predict the reaction product. The product is: [OH:14][CH2:13][C:6]1[CH:5]=[CH:4][C:3]([C:1]#[N:2])=[N:8][C:7]=1[CH2:9][OH:10]. (6) The product is: [Cl:1][C:2]1[CH:3]=[C:4]([C:8]2[S:9][C:10]([C:25]3[CH:26]=[CH:27][C:28]([N:31]4[CH2:36][CH2:35][S:34](=[O:37])(=[O:38])[CH2:33][CH2:32]4)=[CH:29][CH:30]=3)=[C:11]([C@@H:13]3[CH2:18][C:17]([F:19])([F:20])[CH2:16][CH2:15][C@H:14]3[C:21]([OH:23])=[O:22])[N:12]=2)[CH:5]=[N:6][CH:7]=1. Given the reactants [Cl:1][C:2]1[CH:3]=[C:4]([C:8]2[S:9][C:10]([C:25]3[CH:30]=[CH:29][C:28]([N:31]4[CH2:36][CH2:35][S:34](=[O:38])(=[O:37])[CH2:33][CH2:32]4)=[CH:27][CH:26]=3)=[C:11]([C@@H:13]3[CH2:18][C:17]([F:20])([F:19])[CH2:16][CH2:15][C@H:14]3[C:21]([O:23]C)=[O:22])[N:12]=2)[CH:5]=[N:6][CH:7]=1.[OH-].[Li+].C1COCC1.Cl, predict the reaction product. (7) Given the reactants [C:1]([C:3]([C:6]1[CH:7]=[C:8]([CH:35]=[CH:36][CH:37]=1)[C:9]([NH:11][C:12]1[CH:17]=[CH:16][CH:15]=[C:14]([O:18][C:19]2[CH:20]=[CH:21][C:22]3[N:23]([CH:25]=[C:26]([NH:28]C(=O)C(F)(F)F)[N:27]=3)[CH:24]=2)[CH:13]=1)=[O:10])([CH3:5])[CH3:4])#[N:2].[OH-].[Na+].O, predict the reaction product. The product is: [NH2:28][C:26]1[N:27]=[C:22]2[CH:21]=[CH:20][C:19]([O:18][C:14]3[CH:13]=[C:12]([NH:11][C:9](=[O:10])[C:8]4[CH:35]=[CH:36][CH:37]=[C:6]([C:3]([C:1]#[N:2])([CH3:5])[CH3:4])[CH:7]=4)[CH:17]=[CH:16][CH:15]=3)=[CH:24][N:23]2[CH:25]=1.